This data is from Acute oral toxicity (LD50) regression data from Zhu et al.. The task is: Regression/Classification. Given a drug SMILES string, predict its toxicity properties. Task type varies by dataset: regression for continuous values (e.g., LD50, hERG inhibition percentage) or binary classification for toxic/non-toxic outcomes (e.g., AMES mutagenicity, cardiotoxicity, hepatotoxicity). Dataset: ld50_zhu. (1) The molecule is CCOC(=O)N(C)C(=O)CSP(=S)(OCC)OCC. The rat oral LD50 is 4.03, given as -log10 of the dose in mol/kg body weight (higher means more acutely toxic). (2) The rat oral LD50 is 4.74, given as -log10 of the dose in mol/kg body weight (higher means more acutely toxic). The compound is CCOP(=S)(NC(C)C)Oc1cnn(C)c(=O)c1OC. (3) The drug is ClCc1ccccc1. The rat oral LD50 is 2.01, given as -log10 of the dose in mol/kg body weight (higher means more acutely toxic). (4) The drug is Nc1nc2cc(F)ccc2o1. The rat oral LD50 is 2.18, given as -log10 of the dose in mol/kg body weight (higher means more acutely toxic). (5) The drug is CO[Si](CCCNCCN)(OC)OC. The rat oral LD50 is 1.46, given as -log10 of the dose in mol/kg body weight (higher means more acutely toxic). (6) The drug is CCCCC(CC)CO[Si](OCC(CC)CC)(OCC(CC)CC)OCC(CC)CCCC. The rat oral LD50 is 0.941, given as -log10 of the dose in mol/kg body weight (higher means more acutely toxic).